From a dataset of Full USPTO retrosynthesis dataset with 1.9M reactions from patents (1976-2016). Predict the reactants needed to synthesize the given product. (1) Given the product [Cl:1][C:2]1[CH:14]=[C:13]2[C:5]([C:6](=[O:29])[C:7](=[O:15])[C:8]3[S:9][CH:10]=[CH:11][C:12]=32)=[CH:4][CH:3]=1, predict the reactants needed to synthesize it. The reactants are: [Cl:1][C:2]1[CH:14]=[C:13]2[C:5]([CH:6]=[C:7]([OH:15])[C:8]3[S:9][CH:10]=[CH:11][C:12]=32)=[CH:4][CH:3]=1.S1C=CC2C([OH:29])=CC3C(C1=2)=CC=CC=3. (2) Given the product [NH2:5][C:6]1[N:11]=[CH:10][C:9](/[CH:12]=[CH:13]/[C:14]([N:18]([CH3:17])[CH2:19][C:20]2[S:27][C:23]3[S:24][CH:25]=[CH:26][C:22]=3[CH:21]=2)=[O:16])=[CH:8][CH:7]=1, predict the reactants needed to synthesize it. The reactants are: C(Cl)CCl.[NH2:5][C:6]1[N:11]=[CH:10][C:9](/[CH:12]=[CH:13]/[C:14]([OH:16])=O)=[CH:8][CH:7]=1.[CH3:17][NH:18][CH2:19][C:20]1[S:27][C:23]2[S:24][CH:25]=[CH:26][C:22]=2[CH:21]=1.C1C=CC2N(O)N=NC=2C=1.O.CCN(CC)CC. (3) Given the product [F:20][C:17]([F:18])([F:19])[C:15](=[CH2:16])[CH2:14][C:11]1([OH:21])[CH2:12][CH2:13][NH:8][CH2:9][CH2:10]1, predict the reactants needed to synthesize it. The reactants are: C(OC([N:8]1[CH2:13][CH2:12][C:11]([OH:21])([CH2:14][C:15]([C:17]([F:20])([F:19])[F:18])=[CH2:16])[CH2:10][CH2:9]1)=O)(C)(C)C.Cl.O1CCOCC1. (4) Given the product [CH3:2][N:3]([CH3:4])[C:16]([C:10]1[CH:9]=[CH:8][C:7]2[C:6]([OH:5])([C:19]3[S:20][C:21]([C:24]4[CH:29]=[C:28]([CH3:30])[CH:27]=[C:26]([NH:31][C:32]5[CH:37]=[C:36]([C:38]6[CH:39]=[N:40][NH:41][CH:42]=6)[CH:35]=[CH:34][N:33]=5)[N:25]=4)=[CH:22][N:23]=3)[CH2:15][CH2:14][CH2:13][C:12]=2[CH:11]=1)=[O:17], predict the reactants needed to synthesize it. The reactants are: [Cl-].[CH3:2][NH:3][CH3:4].[OH:5][C:6]1([C:19]2[S:20][C:21]([C:24]3[CH:29]=[C:28]([CH3:30])[CH:27]=[C:26]([NH:31][C:32]4[CH:37]=[C:36]([C:38]5[CH:39]=[N:40][NH:41][CH:42]=5)[CH:35]=[CH:34][N:33]=4)[N:25]=3)=[CH:22][N:23]=2)[CH2:15][CH2:14][CH2:13][C:12]2[CH:11]=[C:10]([C:16](O)=[O:17])[CH:9]=[CH:8][C:7]1=2.C(Cl)CCl.C1C=CC2N(O)N=NC=2C=1.C(N(CC)CC)C. (5) Given the product [NH2:34][C:31]1[N:32]=[CH:33][C:28]([C:2]2[N:3]=[C:4]([N:14]3[CH2:19][CH2:18][O:17][CH2:16][CH2:15]3)[C:5]3[S:10][C:9]([C:11]([OH:13])=[O:12])=[CH:8][C:6]=3[N:7]=2)=[CH:29][N:30]=1, predict the reactants needed to synthesize it. The reactants are: Cl[C:2]1[N:3]=[C:4]([N:14]2[CH2:19][CH2:18][O:17][CH2:16][CH2:15]2)[C:5]2[S:10][C:9]([C:11]([OH:13])=[O:12])=[CH:8][C:6]=2[N:7]=1.CC1(C)C(C)(C)OB([C:28]2[CH:29]=[N:30][C:31]([NH2:34])=[N:32][CH:33]=2)O1. (6) Given the product [C:27]([NH:7][C@@H:8]([C:19]([OH:21])=[O:20])[CH2:9][C:10]1[C:18]2[C:13](=[CH:14][CH:15]=[CH:16][CH:17]=2)[NH:12][CH:11]=1)(=[O:41])[CH2:28][CH2:29][CH2:30][CH2:31][CH2:32][CH2:33][CH2:34][CH2:35][CH2:36][CH2:37][CH2:38][CH2:39][CH3:40], predict the reactants needed to synthesize it. The reactants are: N1C=CC=CC=1.[NH2:7][C@@H:8]([C:19]([OH:21])=[O:20])[CH2:9][C:10]1[C:18]2[C:13](=[CH:14][CH:15]=[CH:16][CH:17]=2)[NH:12][CH:11]=1.C[Si](Cl)(C)C.[C:27](Cl)(=[O:41])[CH2:28][CH2:29][CH2:30][CH2:31][CH2:32][CH2:33][CH2:34][CH2:35][CH2:36][CH2:37][CH2:38][CH2:39][CH3:40].